This data is from Forward reaction prediction with 1.9M reactions from USPTO patents (1976-2016). The task is: Predict the product of the given reaction. (1) Given the reactants [C:1]([O:10]C)(=O)[C:2]1[C:3](=[CH:5][CH:6]=[CH:7][CH:8]=1)[SH:4].[F:12][C:13]1[CH:18]=[CH:17][C:16]([N:19]2[CH2:24][CH2:23][N:22]([C:25]3[CH:26]=[C:27]([CH:30]=[CH:31][N:32]=3)[C:28]#[N:29])[CH2:21][CH2:20]2)=[CH:15][CH:14]=1.C(N(CC)CC)C, predict the reaction product. The product is: [F:12][C:13]1[CH:14]=[CH:15][C:16]([N:19]2[CH2:24][CH2:23][N:22]([C:25]3[CH:26]=[C:27]([C:28]4[S:4][C:3]5[CH:5]=[CH:6][CH:7]=[CH:8][C:2]=5[C:1](=[O:10])[N:29]=4)[CH:30]=[CH:31][N:32]=3)[CH2:21][CH2:20]2)=[CH:17][CH:18]=1. (2) The product is: [O:27]=[C:24]1[NH:23][C:22]2[CH:28]=[C:18]([C:7]3[CH:8]([C:12]4[CH:13]=[CH:14][CH:15]=[CH:16][CH:17]=4)[S:9][C:10]4[C:5]([CH:6]=3)=[CH:4][CH:3]=[C:2]([C:36]([O:42][CH3:41])=[O:37])[CH:11]=4)[CH:19]=[CH:20][C:21]=2[O:26][CH2:25]1. Given the reactants I[C:2]1[CH:11]=[C:10]2[C:5]([CH:6]=[C:7]([C:18]3[CH:19]=[CH:20][C:21]4[O:26][CH2:25][C:24](=[O:27])[NH:23][C:22]=4[CH:28]=3)[CH:8]([C:12]3[CH:17]=[CH:16][CH:15]=[CH:14][CH:13]=3)[S:9]2)=[CH:4][CH:3]=1.C(N(CC)CC)C.[CH3:36][OH:37].CN([CH:41]=[O:42])C, predict the reaction product. (3) Given the reactants [Cl:1][C:2]1[CH:3]=[N:4][C:5]2[C:6](=O)[CH2:7][CH2:8][C:9]=2[CH:10]=1.[NH2:12][C:13]1[CH:14]=[CH:15][C:16]([F:30])=[C:17]([C@:19]2([CH3:29])[C:25]([F:27])([F:26])[CH2:24][O:23][CH2:22][C:21](=[O:28])[NH:20]2)[CH:18]=1.[B][B][B][B][B][B][B][B][B][B].C([O-])(O)=O.[Na+], predict the reaction product. The product is: [Cl:1][C:2]1[CH:10]=[C:9]2[CH2:8][CH2:7][CH:6]([NH:12][C:13]3[CH:14]=[CH:15][C:16]([F:30])=[C:17]([C@:19]4([CH3:29])[C:25]([F:26])([F:27])[CH2:24][O:23][CH2:22][C:21](=[O:28])[NH:20]4)[CH:18]=3)[C:5]2=[N:4][CH:3]=1. (4) Given the reactants O[CH:2]1[CH2:7][CH2:6][CH2:5][N:4]([C:8]2[CH:9]=[C:10]3[N:26]([CH3:27])[CH:25]=[CH:24][C:11]3=[N:12][C:13]=2[C@@H:14]([NH:16][C:17](=[O:23])[O:18][C:19]([CH3:22])([CH3:21])[CH3:20])[CH3:15])[CH2:3]1.[C:28]1(=[O:38])[C:36]2[C:31](=[CH:32][CH:33]=[CH:34][CH:35]=2)[C:30](=[O:37])[NH:29]1.C1C=CC(P(C2C=CC=CC=2)C2C=CC=CC=2)=CC=1.N(C(OCC)=O)=NC(OCC)=O, predict the reaction product. The product is: [O:38]=[C:28]1[C:36]2[C:31](=[CH:32][CH:33]=[CH:34][CH:35]=2)[C:30](=[O:37])[N:29]1[CH:2]1[CH2:7][CH2:6][CH2:5][N:4]([C:8]2[CH:9]=[C:10]3[N:26]([CH3:27])[CH:25]=[CH:24][C:11]3=[N:12][C:13]=2[C@@H:14]([NH:16][C:17](=[O:23])[O:18][C:19]([CH3:20])([CH3:21])[CH3:22])[CH3:15])[CH2:3]1. (5) Given the reactants Cl[CH2:2][C:3]([N:5]1[C@@H:9]([C:10]#[CH:11])[CH2:8][CH2:7][C@H:6]1[C:12]#[N:13])=[O:4].[CH2:14]1[CH:18]2[CH2:19][CH:20]([NH2:21])[CH:16]([CH2:17]2)[CH2:15]1, predict the reaction product. The product is: [C@H:16]12[CH2:17][C@H:18]([CH2:14][CH2:15]1)[CH2:19][C@H:20]2[NH:21][CH2:2][C:3]([N:5]1[C@@H:9]([C:10]#[CH:11])[CH2:8][CH2:7][C@H:6]1[C:12]#[N:13])=[O:4]. (6) Given the reactants CC1(C)[O:6][C@H:5]([CH2:7][O:8][CH2:9][C:10]2[CH:15]=[CH:14][C:13]([CH:16]=[CH2:17])=[CH:12][CH:11]=2)[C@@H:4]([CH2:18][O:19][CH2:20][C:21]2[CH:26]=[CH:25][C:24]([CH:27]=[CH2:28])=[CH:23][CH:22]=2)[O:3]1, predict the reaction product. The product is: [CH:16]([C:13]1[CH:12]=[CH:11][C:10]([CH2:9][O:8][CH2:7][C@@H:5]([OH:6])[C@H:4]([OH:3])[CH2:18][O:19][CH2:20][C:21]2[CH:22]=[CH:23][C:24]([CH:27]=[CH2:28])=[CH:25][CH:26]=2)=[CH:15][CH:14]=1)=[CH2:17].